This data is from Reaction yield outcomes from USPTO patents with 853,638 reactions. The task is: Predict the reaction yield, written as a fraction of the theoretical maximum amount of product (1.0 means a 100% yield; for example, 0.34 means a 34% yield). (1) The reactants are C(NC(C)C)(C)C.C([Li])CCC.CCCCCC.[Li+].CC([N-]C(C)C)C.[Br:27][C:28]1[S:29][CH:30]=[C:31]([Br:33])[N:32]=1.[C:34](=[O:36])=[O:35].[OH-].[Na+]. The catalyst is C1COCC1.O. The product is [Br:27][C:28]1[S:29][C:30]([C:34]([OH:36])=[O:35])=[C:31]([Br:33])[N:32]=1. The yield is 0.980. (2) The reactants are C(OC([N:8]1[CH2:13][CH2:12][N:11]([C:14]2[S:15][C:16]([S:19]([C:22]3[CH:27]=[CH:26][CH:25]=[CH:24][CH:23]=3)(=[O:21])=[O:20])=[CH:17][N:18]=2)[CH2:10][CH2:9]1)=O)(C)(C)C.[ClH:28]. The catalyst is O1CCOCC1.CCOCC. The product is [ClH:28].[C:22]1([S:19]([C:16]2[S:15][C:14]([N:11]3[CH2:12][CH2:13][NH:8][CH2:9][CH2:10]3)=[N:18][CH:17]=2)(=[O:21])=[O:20])[CH:27]=[CH:26][CH:25]=[CH:24][CH:23]=1. The yield is 0.810. (3) The reactants are [C:1]([O:9][C@H:10]1[CH2:15][C@H:14]([OH:16])[CH2:13][CH2:12][C@@H:11]1[C:17]1[N:21]([CH2:22][O:23][CH2:24][CH2:25][O:26][CH3:27])[N:20]=[CH:19][CH:18]=1)(=[O:8])[C:2]1[CH:7]=[CH:6][CH:5]=[CH:4][CH:3]=1.CC(OI1(OC(C)=O)(OC(C)=O)OC(=O)C2C=CC=CC1=2)=O. The catalyst is ClCCl. The product is [C:1]([O:9][C@H:10]1[CH2:15][C:14](=[O:16])[CH2:13][CH2:12][C@@H:11]1[C:17]1[N:21]([CH2:22][O:23][CH2:24][CH2:25][O:26][CH3:27])[N:20]=[CH:19][CH:18]=1)(=[O:8])[C:2]1[CH:3]=[CH:4][CH:5]=[CH:6][CH:7]=1. The yield is 0.900. (4) The reactants are [CH:1]([O:14][C:15]1[C:24]2[N:23]=[CH:22][CH:21]=[CH:20][C:19]=2[C:18]([C:25]([OH:27])=O)=[C:17]2[CH2:28][N:29]([CH2:32][C:33]3[CH:38]=[CH:37][C:36]([F:39])=[CH:35][CH:34]=3)[C:30](=[O:31])[C:16]=12)([C:8]1[CH:13]=[CH:12][CH:11]=[CH:10][CH:9]=1)[C:2]1[CH:7]=[CH:6][CH:5]=[CH:4][CH:3]=1.[NH2:40][CH2:41][C:42]1[CH:47]=[CH:46][CH:45]=[CH:44][N:43]=1.C(N(CC)CC)C.Cl.CN(C)CCCN=C=NCC.O.ON1C2C=CC=CC=2N=N1. The catalyst is CN(C)C=O. The product is [N:43]1[CH:44]=[CH:45][CH:46]=[CH:47][C:42]=1[CH2:41][NH:40][C:25]([C:18]1[C:19]2[CH:20]=[CH:21][CH:22]=[N:23][C:24]=2[C:15]([O:14][CH:1]([C:2]2[CH:3]=[CH:4][CH:5]=[CH:6][CH:7]=2)[C:8]2[CH:9]=[CH:10][CH:11]=[CH:12][CH:13]=2)=[C:16]2[C:30](=[O:31])[N:29]([CH2:32][C:33]3[CH:38]=[CH:37][C:36]([F:39])=[CH:35][CH:34]=3)[CH2:28][C:17]=12)=[O:27]. The yield is 0.590. (5) The reactants are [Cl:1][C:2]1[C:7]([C:8]([OH:10])=[O:9])=[CH:6][CH:5]=[C:4](Cl)[N:3]=1.C[C:13](C)([O-:15])C.[K+]. The catalyst is CO. The product is [Cl:1][C:2]1[C:7]([C:8]([OH:10])=[O:9])=[CH:6][CH:5]=[C:4]([O:15][CH3:13])[N:3]=1. The yield is 0.840. (6) The yield is 0.973. The product is [CH3:1][C@H:2]1[CH2:7][N:6]([CH2:42][C:41]2[CH:44]=[CH:45][CH:46]=[C:39]([F:38])[CH:40]=2)[C@H:5]([CH3:8])[CH2:4][N:3]1[C@H:9]([C:16]1[CH:17]=[CH:18][C:19]([C:20]([N:22]([CH2:25][CH3:26])[CH2:23][CH3:24])=[O:21])=[CH:27][CH:28]=1)[C:10]1[CH:11]=[CH:12][CH:13]=[CH:14][CH:15]=1. The reactants are [CH3:1][C@H:2]1[CH2:7][NH:6][C@H:5]([CH3:8])[CH2:4][N:3]1[C@H:9]([C:16]1[CH:28]=[CH:27][C:19]([C:20]([N:22]([CH2:25][CH3:26])[CH2:23][CH3:24])=[O:21])=[CH:18][CH:17]=1)[C:10]1[CH:15]=[CH:14][CH:13]=[CH:12][CH:11]=1.[I-].[Na+].C(N(CC)CC)C.[F:38][C:39]1[CH:40]=[C:41]([CH:44]=[CH:45][CH:46]=1)[CH2:42]Br. The catalyst is C(#N)C. (7) The reactants are [Cl:1][C:2]1[N:7]=[C:6]([CH3:8])[CH:5]=[CH:4][CH:3]=1.[F:9][C:10]1[CH:20]=[CH:19][C:13]([C:14](OCC)=[O:15])=[CH:12][CH:11]=1.C[Si]([N-][Si](C)(C)C)(C)C.[Li+]. The catalyst is O1CCCC1. The product is [Cl:1][C:2]1[N:7]=[C:6]([CH2:8][C:14]([C:13]2[CH:19]=[CH:20][C:10]([F:9])=[CH:11][CH:12]=2)=[O:15])[CH:5]=[CH:4][CH:3]=1. The yield is 0.660. (8) The reactants are [NH2:1][C:2]1[C:11]2[C:6](=[C:7](I)[C:8]([Cl:12])=[CH:9][CH:10]=2)[N:5]=[N:4][C:3]=1[C:14]([NH:16][CH2:17][CH2:18][CH3:19])=[O:15].[CH3:20][C:21]1[CH:26]=[CH:25][C:24]([CH3:27])=[CH:23][C:22]=1B(O)O. No catalyst specified. The product is [NH2:1][C:2]1[C:11]2[C:6](=[C:7]([C:22]3[CH:23]=[C:24]([CH3:27])[CH:25]=[CH:26][C:21]=3[CH3:20])[C:8]([Cl:12])=[CH:9][CH:10]=2)[N:5]=[N:4][C:3]=1[C:14]([NH:16][CH2:17][CH2:18][CH3:19])=[O:15]. The yield is 0.450. (9) The reactants are Br[C:2]1[CH:3]=[C:4]([C:8]2[CH:9]=[N:10][CH:11]=[CH:12][CH:13]=2)[CH:5]=[CH:6][CH:7]=1.[B:14]1([B:14]2[O:19][CH2:18][C:17]([CH3:21])([CH3:20])[CH2:16][O:15]2)[O:19][CH2:18][C:17]([CH3:21])([CH3:20])[CH2:16][O:15]1.CC([O-])=O.[K+]. The catalyst is O1CCOCC1.C1C=CC(P(C2C=CC=CC=2)[C-]2C=CC=C2)=CC=1.C1C=CC(P(C2C=CC=CC=2)[C-]2C=CC=C2)=CC=1.Cl[Pd]Cl.[Fe+2]. The product is [CH3:20][C:17]1([CH3:21])[CH2:18][O:19][B:14]([C:2]2[CH:3]=[C:4]([C:8]3[CH:9]=[N:10][CH:11]=[CH:12][CH:13]=3)[CH:5]=[CH:6][CH:7]=2)[O:15][CH2:16]1. The yield is 0.870.